From a dataset of Catalyst prediction with 721,799 reactions and 888 catalyst types from USPTO. Predict which catalyst facilitates the given reaction. (1) Reactant: [CH3:1][C:2]1[O:6][C:5]([C:7]2[CH:12]=[CH:11][CH:10]=[CH:9][CH:8]=2)=[N:4][C:3]=1[CH2:13][C:14]([OH:16])=[O:15].[CH2:17]([O:24][C:25](=[O:38])[C@@H:26]([O:35][CH2:36][CH3:37])[CH2:27][C:28]1[CH:33]=[CH:32][C:31](O)=[CH:30][CH:29]=1)[C:18]1[CH:23]=[CH:22][CH:21]=[CH:20][CH:19]=1. Product: [CH2:17]([O:24][C:25](=[O:38])[C@@H:26]([O:35][CH2:36][CH3:37])[CH2:27][C:28]1[CH:33]=[CH:32][C:31]([O:15][C:14](=[O:16])[CH2:13][C:3]2[N:4]=[C:5]([C:7]3[CH:12]=[CH:11][CH:10]=[CH:9][CH:8]=3)[O:6][C:2]=2[CH3:1])=[CH:30][CH:29]=1)[C:18]1[CH:19]=[CH:20][CH:21]=[CH:22][CH:23]=1. The catalyst class is: 64. (2) Reactant: [NH2:1]/[CH:2]=[C:3](\[N:7]([CH2:13][CH3:14])[C:8](=O)[CH:9]([F:11])[F:10])/[C:4](=[O:6])[CH3:5].C(=O)([O-])[O-].[K+].[K+]. The catalyst class is: 12. Product: [F:10][CH:9]([F:11])[C:8]1[N:7]([CH2:13][CH3:14])[C:3]([C:4](=[O:6])[CH3:5])=[CH:2][N:1]=1. (3) Reactant: [CH3:1][CH2:2][O:3][C:4]([N:6]1[C:10]([NH:11][C:12](=[O:31])[C:13]2[CH:18]=[CH:17][CH:16]=[CH:15][C:14]=2[CH2:19][N:20]2[C:28](=[O:29])[C:27]3[C:22](=[CH:23][CH:24]=[CH:25][CH:26]=3)[C:21]2=[O:30])=[C:9]2[CH2:32][N:33](C(OC(C)(C)C)=O)[C:34]([CH3:36])([CH3:35])[C:8]2=[N:7]1)=[O:5].[ClH:44]. Product: [ClH:44].[CH2:2]([O:3][C:4]([N:6]1[C:10]([NH:11][C:12](=[O:31])[C:13]2[CH:18]=[CH:17][CH:16]=[CH:15][C:14]=2[CH2:19][N:20]2[C:28](=[O:29])[C:27]3[C:22](=[CH:23][CH:24]=[CH:25][CH:26]=3)[C:21]2=[O:30])=[C:9]2[CH2:32][NH:33][C:34]([CH3:35])([CH3:36])[C:8]2=[N:7]1)=[O:5])[CH3:1]. The catalyst class is: 12. (4) Reactant: C(=O)([O-])[O-].[K+].[K+].[F:7][C:8]1[CH:20]=[C:19](F)[C:18]([F:22])=[CH:17][C:9]=1[C:10]([O:12][C:13]([CH3:16])([CH3:15])[CH3:14])=[O:11].[Cl:23][C:24]1[CH:25]=[C:26]([CH2:31][OH:32])[CH:27]=[N:28][C:29]=1[Cl:30]. Product: [Cl:23][C:24]1[CH:25]=[C:26]([CH2:31][O:32][C:19]2[C:18]([F:22])=[CH:17][C:9]([C:10]([O:12][C:13]([CH3:16])([CH3:15])[CH3:14])=[O:11])=[C:8]([F:7])[CH:20]=2)[CH:27]=[N:28][C:29]=1[Cl:30]. The catalyst class is: 16. (5) Reactant: C(O[BH-](OC(=O)C)OC(=O)C)(=O)C.[Na+].[Cl:15][C:16]1[C:25]2[C:20](=[CH:21][C:22]([CH:26]=O)=[CH:23][CH:24]=2)[N:19]=[C:18]([CH3:28])[CH:17]=1.[NH2:29][C:30]1[CH:37]=[CH:36][C:33]([C:34]#[N:35])=[CH:32][CH:31]=1.C(O)(=O)C. The catalyst class is: 26. Product: [Cl:15][C:16]1[C:25]2[C:20](=[CH:21][C:22]([CH2:26][NH:29][C:30]3[CH:37]=[CH:36][C:33]([C:34]#[N:35])=[CH:32][CH:31]=3)=[CH:23][CH:24]=2)[N:19]=[C:18]([CH3:28])[CH:17]=1. (6) Reactant: [C:1]([C:3]1[CH:4]=[C:5]([CH:9]=[CH:10][C:11]=1[O:12][CH:13]([CH3:15])[CH3:14])[C:6]([OH:8])=O)#[N:2].C1C=CC2N(O)N=NC=2C=1.C(Cl)CCl.O[NH:31][C:32]([C:34]1[CH:35]=[C:36]2[C:40](=[CH:41][CH:42]=1)[N:39]([C:43]([O:45][C:46]([CH3:49])([CH3:48])[CH3:47])=[O:44])[CH:38]=[CH:37]2)=[NH:33]. Product: [C:1]([C:3]1[CH:4]=[C:5]([C:6]2[O:8][N:31]=[C:32]([C:34]3[CH:35]=[C:36]4[C:40](=[CH:41][CH:42]=3)[N:39]([C:43]([O:45][C:46]([CH3:49])([CH3:48])[CH3:47])=[O:44])[CH:38]=[CH:37]4)[N:33]=2)[CH:9]=[CH:10][C:11]=1[O:12][CH:13]([CH3:15])[CH3:14])#[N:2]. The catalyst class is: 634. (7) Reactant: CS(OC[C@@H:7]1[C@H:10]([NH:11][C:12]([O:14][CH2:15][C:16]2[CH:21]=[CH:20][CH:19]=[CH:18][CH:17]=2)=[O:13])[C:9](=[O:22])[N:8]1[CH2:23][C:24]1[CH:29]=[CH:28][C:27]([O:30][CH3:31])=[CH:26][C:25]=1[O:32][CH3:33])(=O)=O.[CH2:34]([CH2:36][NH2:37])[OH:35].[CH3:38]CN(C(C)C)C(C)C. Product: [CH2:15]([O:14][C:12](=[O:13])[NH:11][C@@H:10]1[C:9](=[O:22])[N:8]([CH2:23][C:24]2[CH:29]=[CH:28][C:27]([O:30][CH3:31])=[CH:26][C:25]=2[O:32][CH3:33])[C@@H:7]1[CH2:38][NH:37][CH2:36][CH2:34][OH:35])[C:16]1[CH:21]=[CH:20][CH:19]=[CH:18][CH:17]=1. The catalyst class is: 290.